Dataset: Reaction yield outcomes from USPTO patents with 853,638 reactions. Task: Predict the reaction yield, written as a fraction of the theoretical maximum amount of product (1.0 means a 100% yield; for example, 0.34 means a 34% yield). (1) The reactants are C(N(CC)CC)C.Br[CH2:9][C:10]([O:12][CH2:13][CH3:14])=[O:11].[F:15][CH2:16][C:17]1[N:18]([C:23]2[C:32]3[CH2:31][CH2:30][CH2:29][CH2:28][C:27]=3[C:26]([CH3:33])=[CH:25][CH:24]=2)[C:19]([SH:22])=[N:20][N:21]=1. The catalyst is ClCCl. The product is [F:15][CH2:16][C:17]1[N:18]([C:23]2[C:32]3[CH2:31][CH2:30][CH2:29][CH2:28][C:27]=3[C:26]([CH3:33])=[CH:25][CH:24]=2)[C:19]([S:22][CH2:9][C:10]([O:12][CH2:13][CH3:14])=[O:11])=[N:20][N:21]=1. The yield is 0.890. (2) The catalyst is C(OCC)(=O)C. The yield is 0.940. The product is [CH3:8][C:9]([NH:1][C:2]1[CH:7]=[CH:6][CH:5]=[CH:4][CH:3]=1)([CH3:13])[C:10]#[N:11]. The reactants are [NH2:1][C:2]1[CH:7]=[CH:6][CH:5]=[CH:4][CH:3]=1.[CH3:8][C:9]([CH3:13])(O)[C:10]#[N:11]. (3) The reactants are [F:1][C:2]1[CH:7]=[CH:6][C:5]([NH:8][C:9]2[N:10]([CH3:26])[C:11]3[C:20]4[C:19](=[O:21])[NH:18][C:17]([CH:22]=[O:23])=[C:16]([CH3:24])[C:15]=4[CH:14]=[CH:13][C:12]=3[N:25]=2)=[C:4]([CH3:27])[CH:3]=1.[CH:28]([Mg]Br)=[CH2:29]. The catalyst is C1COCC1. The product is [F:1][C:2]1[CH:7]=[CH:6][C:5]([NH:8][C:9]2[N:10]([CH3:26])[C:11]3[C:20]4[C:19](=[O:21])[NH:18][C:17]([CH:22]([OH:23])[CH:28]=[CH2:29])=[C:16]([CH3:24])[C:15]=4[CH:14]=[CH:13][C:12]=3[N:25]=2)=[C:4]([CH3:27])[CH:3]=1. The yield is 0.910. (4) The reactants are Cl[C:2]1[N:7]=[C:6]([N:8]2[CH2:13][CH2:12][O:11][CH2:10][CH2:9]2)[N:5]=[C:4]([N:14]2[C:18]3[CH:19]=[CH:20][CH:21]=[C:22]([O:23][CH3:24])[C:17]=3[N:16]=[C:15]2[CH:25]([F:27])[F:26])[N:3]=1.[NH:28]1[CH2:33][CH2:32][CH:31]([NH:34][C:35](=[O:41])[O:36][C:37]([CH3:40])([CH3:39])[CH3:38])[CH2:30][CH2:29]1.CCN(C(C)C)C(C)C. The catalyst is C1COCC1. The product is [F:26][CH:25]([F:27])[C:15]1[N:14]([C:4]2[N:5]=[C:6]([N:8]3[CH2:13][CH2:12][O:11][CH2:10][CH2:9]3)[N:7]=[C:2]([N:28]3[CH2:29][CH2:30][CH:31]([NH:34][C:35](=[O:41])[O:36][C:37]([CH3:39])([CH3:38])[CH3:40])[CH2:32][CH2:33]3)[N:3]=2)[C:18]2[CH:19]=[CH:20][CH:21]=[C:22]([O:23][CH3:24])[C:17]=2[N:16]=1. The yield is 0.980.